Dataset: Forward reaction prediction with 1.9M reactions from USPTO patents (1976-2016). Task: Predict the product of the given reaction. (1) Given the reactants [CH3:1][C:2]([CH3:15])=[C:3]([C:5]1[CH:14]=[CH:13][C:8]([C:9]([O:11][CH3:12])=[O:10])=[CH:7][CH:6]=1)[CH3:4].[H][H], predict the reaction product. The product is: [CH3:1][CH:2]([CH3:15])[CH:3]([C:5]1[CH:6]=[CH:7][C:8]([C:9]([O:11][CH3:12])=[O:10])=[CH:13][CH:14]=1)[CH3:4]. (2) Given the reactants [C:1]([NH:4][C:5]1[CH:6]=[C:7]([CH:31]2[CH2:33][CH2:32]2)[C:8]([C:21]2[CH:22]=[C:23]3[C:28](=[CH:29][CH:30]=2)[O:27][CH2:26][CH2:25][CH2:24]3)=[C:9]([CH:12]([O:17][CH:18]2[CH2:20][CH2:19]2)[C:13]([O:15]C)=[O:14])[C:10]=1[CH3:11])(=[O:3])[CH3:2].[OH-].[Na+], predict the reaction product. The product is: [C:1]([NH:4][C:5]1[CH:6]=[C:7]([CH:31]2[CH2:32][CH2:33]2)[C:8]([C:21]2[CH:22]=[C:23]3[C:28](=[CH:29][CH:30]=2)[O:27][CH2:26][CH2:25][CH2:24]3)=[C:9]([CH:12]([O:17][CH:18]2[CH2:19][CH2:20]2)[C:13]([OH:15])=[O:14])[C:10]=1[CH3:11])(=[O:3])[CH3:2]. (3) The product is: [CH3:14][O:15][C:16]1[CH:21]=[CH:20][C:19]([C:2]2[CH:3]=[C:4]3[C:8](=[CH:9][CH:10]=2)[NH:7][C:6]([C:11]([OH:13])=[O:12])=[CH:5]3)=[CH:18][CH:17]=1. Given the reactants Cl[C:2]1[CH:3]=[C:4]2[C:8](=[CH:9][CH:10]=1)[NH:7][C:6]([C:11]([OH:13])=[O:12])=[CH:5]2.[CH3:14][O:15][C:16]1[CH:21]=[CH:20][C:19](B(O)O)=[CH:18][CH:17]=1.C([O-])([O-])=O.[K+].[K+], predict the reaction product. (4) Given the reactants [C:1]([C:4]1[CH:11]=[CH:10][C:7]([CH:8]=[O:9])=[CH:6][CH:5]=1)([OH:3])=O.CN(C(ON1N=NC2C=CC=NC1=2)=[N+](C)C)C.F[P-](F)(F)(F)(F)F.[NH2:36][CH2:37][CH2:38][N:39]1[CH2:44][CH2:43][CH:42]([O:45][C:46](=[O:60])[NH:47][C:48]2[CH:53]=[CH:52][CH:51]=[CH:50][C:49]=2[C:54]2[CH:59]=[CH:58][CH:57]=[CH:56][CH:55]=2)[CH2:41][CH2:40]1.CCN(C(C)C)C(C)C, predict the reaction product. The product is: [CH:8]([C:7]1[CH:10]=[CH:11][C:4]([C:1]([NH:36][CH2:37][CH2:38][N:39]2[CH2:44][CH2:43][CH:42]([O:45][C:46](=[O:60])[NH:47][C:48]3[CH:53]=[CH:52][CH:51]=[CH:50][C:49]=3[C:54]3[CH:59]=[CH:58][CH:57]=[CH:56][CH:55]=3)[CH2:41][CH2:40]2)=[O:3])=[CH:5][CH:6]=1)=[O:9].